This data is from TCR-epitope binding with 47,182 pairs between 192 epitopes and 23,139 TCRs. The task is: Binary Classification. Given a T-cell receptor sequence (or CDR3 region) and an epitope sequence, predict whether binding occurs between them. (1) The epitope is GTITVEELK. The TCR CDR3 sequence is CASSKVRGTSGRAGFYNEQFF. Result: 1 (the TCR binds to the epitope). (2) The epitope is LLSAGIFGA. The TCR CDR3 sequence is CASSSWTGLSLSFYGYTF. Result: 0 (the TCR does not bind to the epitope). (3) The epitope is IVTDFSVIK. The TCR CDR3 sequence is CASSLNGQGAGYTF. Result: 1 (the TCR binds to the epitope). (4) The epitope is SLYNTVATL. The TCR CDR3 sequence is CASSGVGYQPQHF. Result: 1 (the TCR binds to the epitope). (5) The epitope is VLWAHGFEL. The TCR CDR3 sequence is CASSRGAQTGELFF. Result: 1 (the TCR binds to the epitope). (6) The epitope is YLDAYNMMI. The TCR CDR3 sequence is CASSQVILDETFF. Result: 1 (the TCR binds to the epitope).